From a dataset of Forward reaction prediction with 1.9M reactions from USPTO patents (1976-2016). Predict the product of the given reaction. (1) Given the reactants [C:1]([O:5][C:6](=[O:22])[N:7]([C:15]1[CH:20]=[CH:19][C:18]([Cl:21])=[CH:17][CH:16]=1)[C:8]1[CH:13]=[N:12][CH:11]=[C:10](Cl)[N:9]=1)([CH3:4])([CH3:3])[CH3:2].[Br-].[S:24]1[CH:28]=[CH:27][N:26]=[C:25]1[Zn+], predict the reaction product. The product is: [C:1]([O:5][C:6](=[O:22])[N:7]([C:15]1[CH:20]=[CH:19][C:18]([Cl:21])=[CH:17][CH:16]=1)[C:8]1[CH:13]=[N:12][CH:11]=[C:10]([C:25]2[S:24][CH:28]=[CH:27][N:26]=2)[N:9]=1)([CH3:4])([CH3:3])[CH3:2]. (2) The product is: [CH3:1][N:2]1[C:8](=[O:9])[C:7]2[CH:10]=[CH:11][CH:12]=[CH:13][C:6]=2[N:5]([CH3:14])[C:4]2[N:15]=[C:16]([NH:19][C:20]3[CH:30]=[CH:29][C:23]([C:24]([OH:26])=[O:25])=[CH:22][C:21]=3[O:31][CH3:32])[N:17]=[CH:18][C:3]1=2. Given the reactants [CH3:1][N:2]1[C:8](=[O:9])[C:7]2[CH:10]=[CH:11][CH:12]=[CH:13][C:6]=2[N:5]([CH3:14])[C:4]2[N:15]=[C:16]([NH:19][C:20]3[CH:30]=[CH:29][C:23]([C:24]([O:26]CC)=[O:25])=[CH:22][C:21]=3[O:31][CH3:32])[N:17]=[CH:18][C:3]1=2.[Li+].[OH-], predict the reaction product. (3) Given the reactants [NH2:1][CH2:2][C@@H:3]1[C@@H:11]([C@@:12]2([CH3:21])[CH2:17][CH2:16][C@H:15]([OH:18])[CH2:14][C@@H:13]2[CH2:19][OH:20])[CH2:10][CH2:9][C@@:8]2([CH3:22])[C@H:4]1[CH2:5][CH2:6][C:7]2=[CH2:23].[CH2:24]([N:31]=[C:32]=[O:33])[C:25]1[CH:30]=[CH:29][CH:28]=[CH:27][CH:26]=1, predict the reaction product. The product is: [CH2:24]([NH:31][C:32]([NH:1][CH2:2][C@@H:3]1[C@@H:11]([C@@:12]2([CH3:21])[CH2:17][CH2:16][C@H:15]([OH:18])[CH2:14][C@@H:13]2[CH2:19][OH:20])[CH2:10][CH2:9][C@@:8]2([CH3:22])[C@H:4]1[CH2:5][CH2:6][C:7]2=[CH2:23])=[O:33])[C:25]1[CH:30]=[CH:29][CH:28]=[CH:27][CH:26]=1.